This data is from Reaction yield outcomes from USPTO patents with 853,638 reactions. The task is: Predict the reaction yield, written as a fraction of the theoretical maximum amount of product (1.0 means a 100% yield; for example, 0.34 means a 34% yield). (1) The reactants are [CH2:1]([C:4]1[C:12]([O:13][CH2:14][CH2:15][Si:16]([CH3:19])([CH3:18])[CH3:17])=[C:11]2[C:7]([CH2:8][O:9][C:10]2=[O:20])=[C:6]([CH3:21])[C:5]=1[CH2:22][CH3:23])[CH:2]=C.NC(N)=S.C[OH:29]. The catalyst is C(Cl)Cl.N1C=CC=CC=1. The product is [CH2:22]([C:5]1[C:6]([CH3:21])=[C:7]2[C:11]([C:10](=[O:20])[O:9][CH2:8]2)=[C:12]([O:13][CH2:14][CH2:15][Si:16]([CH3:18])([CH3:19])[CH3:17])[C:4]=1[CH2:1][CH:2]=[O:29])[CH3:23]. The yield is 0.690. (2) The reactants are [O:1]1[CH2:6][CH2:5][CH:4]([N:7]2[C:16]3[C:11](=[N:12][CH:13]=[C:14]([Sn](C)(C)C)[N:15]=3)[NH:10][C:9](=[O:21])[CH2:8]2)[CH2:3][CH2:2]1.Br[C:23]1[CH:24]=[CH:25][C:26]([C:29]2[N:33]=[CH:32][N:31]([CH:34]3[CH2:39][CH2:38][CH2:37][CH2:36][O:35]3)[N:30]=2)=[N:27][CH:28]=1.C1(C)C=CC=CC=1P(C1C=CC=CC=1C)C1C=CC=CC=1C.C(N(CC)CC)C. The catalyst is C1C=CC(/C=C/C(/C=C/C2C=CC=CC=2)=O)=CC=1.C1C=CC(/C=C/C(/C=C/C2C=CC=CC=2)=O)=CC=1.C1C=CC(/C=C/C(/C=C/C2C=CC=CC=2)=O)=CC=1.[Pd].[Pd].CN(C)C=O. The product is [O:35]1[CH2:36][CH2:37][CH2:38][CH2:39][CH:34]1[N:31]1[CH:32]=[N:33][C:29]([C:26]2[N:27]=[CH:28][C:23]([C:14]3[N:15]=[C:16]4[N:7]([CH:4]5[CH2:5][CH2:6][O:1][CH2:2][CH2:3]5)[CH2:8][C:9](=[O:21])[NH:10][C:11]4=[N:12][CH:13]=3)=[CH:24][CH:25]=2)=[N:30]1. The yield is 0.390. (3) The reactants are [O:1]1[C:5]2([CH2:10][CH2:9][CH2:8][CH2:7][CH2:6]2)[O:4][CH2:3][C@@H:2]1/[CH:11]=[N:12]\[S@:13]([C:15]([CH3:18])([CH3:17])[CH3:16])=[O:14].C1(C)C=CC=CC=1.[Cl:26][C:27]1[CH:28]=[C:29]([Mg]Br)[CH:30]=[CH:31][C:32]=1[Cl:33]. The catalyst is O. The product is [Cl:26][C:27]1[CH:28]=[C:29]([C@@H:11]([C@H:2]2[CH2:3][O:4][C:5]3([CH2:10][CH2:9][CH2:8][CH2:7][CH2:6]3)[O:1]2)[NH:12][S@:13]([C:15]([CH3:18])([CH3:17])[CH3:16])=[O:14])[CH:30]=[CH:31][C:32]=1[Cl:33]. The yield is 0.590. (4) The reactants are [Cl:1][C:2]1[CH:3]=[C:4]([CH:8]=[CH:9][C:10]=1[N:11]1[C:19]2[CH2:18][CH2:17][CH2:16][CH2:15][C:14]=2[CH:13]=[N:12]1)[C:5]([OH:7])=O.CN(C(ON1N=NC2C=CC=CC1=2)=[N+](C)C)C.[B-](F)(F)(F)F.C(N(C(C)C)CC)(C)C.[Cl:51][C:52]1[CH:63]=[CH:62][C:55]2[NH:56][C:57]([C@@H:59]([NH2:61])[CH3:60])=[N:58][C:54]=2[CH:53]=1.ClCl. The catalyst is O1CCCC1.C(OCC)(=O)C. The product is [Cl:1][C:2]1[CH:3]=[C:4]([CH:8]=[CH:9][C:10]=1[N:11]1[C:19]2[CH2:18][CH2:17][CH2:16][CH2:15][C:14]=2[CH:13]=[N:12]1)[C:5]([NH:61][C@H:59]([C:57]1[NH:56][C:55]2[CH:62]=[CH:63][C:52]([Cl:51])=[CH:53][C:54]=2[N:58]=1)[CH3:60])=[O:7]. The yield is 0.100. (5) The reactants are Cl.[C:2]1([C@@H:8]2[CH2:10][C@H:9]2[NH2:11])[CH:7]=[CH:6][CH:5]=[CH:4][CH:3]=1.[S:12]1[CH2:18][C:16](=[O:17])[NH:15][C:13]1=S.C(N(C(C)C)CC)(C)C. The catalyst is C(#N)C. The product is [C:2]1([C@@H:8]2[CH2:10][C@H:9]2[NH:11][C:13]2[S:12][CH2:18][C:16](=[O:17])[N:15]=2)[CH:7]=[CH:6][CH:5]=[CH:4][CH:3]=1. The yield is 0.420. (6) The reactants are Br[CH2:2][C:3]1[C:4]([F:18])=[C:5]([C:11]2[CH:16]=[CH:15][CH:14]=[C:13]([Cl:17])[CH:12]=2)[C:6]([O:9][CH3:10])=[CH:7][CH:8]=1.[N+:19]([C:22]1[CH:27]=[CH:26][C:25](B(O)O)=[CH:24][CH:23]=1)([O-:21])=[O:20].P([O-])([O-])([O-])=O.[K+].[K+].[K+].C(COC)OC. The catalyst is C1C=CC([P]([Pd]([P](C2C=CC=CC=2)(C2C=CC=CC=2)C2C=CC=CC=2)([P](C2C=CC=CC=2)(C2C=CC=CC=2)C2C=CC=CC=2)[P](C2C=CC=CC=2)(C2C=CC=CC=2)C2C=CC=CC=2)(C2C=CC=CC=2)C2C=CC=CC=2)=CC=1.C(O)C. The product is [Cl:17][C:13]1[CH:12]=[C:11]([C:5]2[C:6]([O:9][CH3:10])=[CH:7][CH:8]=[C:3]([CH2:2][C:25]3[CH:26]=[CH:27][C:22]([N+:19]([O-:21])=[O:20])=[CH:23][CH:24]=3)[C:4]=2[F:18])[CH:16]=[CH:15][CH:14]=1. The yield is 0.760.